Dataset: Catalyst prediction with 721,799 reactions and 888 catalyst types from USPTO. Task: Predict which catalyst facilitates the given reaction. (1) Product: [Cl:1][C:2]1[C:11]2[C:6](=[CH:7][C:8]([F:13])=[CH:9][C:10]=2[F:12])[N:5]=[C:4]([C:14]2[CH:15]=[N:16][C:17]([N:26]3[CH2:27][CH2:28][CH:23]([CH3:22])[CH2:24][CH2:25]3)=[CH:18][CH:19]=2)[C:3]=1[CH3:21]. The catalyst class is: 3. Reactant: [Cl:1][C:2]1[C:11]2[C:6](=[CH:7][C:8]([F:13])=[CH:9][C:10]=2[F:12])[N:5]=[C:4]([C:14]2[CH:15]=[N:16][C:17](F)=[CH:18][CH:19]=2)[C:3]=1[CH3:21].[CH3:22][CH:23]1[CH2:28][CH2:27][NH:26][CH2:25][CH2:24]1.C(=O)([O-])[O-].[K+].[K+].O. (2) Reactant: Cl[C:2]1[C:7]2[CH:8]=[C:9]([C:11]3[CH:16]=[CH:15][CH:14]=[CH:13][CH:12]=3)[O:10][C:6]=2[C:5]([C:17]#[N:18])=[CH:4][N:3]=1.C(=O)([O-])[O-].[K+].[K+].[NH2:25][C@H:26]1[CH2:31][CH2:30][CH2:29][N:28]([C:32]([O:34][C:35]([CH3:38])([CH3:37])[CH3:36])=[O:33])[CH2:27]1.O. Product: [C:17]([C:5]1[C:6]2[O:10][C:9]([C:11]3[CH:16]=[CH:15][CH:14]=[CH:13][CH:12]=3)=[CH:8][C:7]=2[C:2]([NH:25][C@H:26]2[CH2:31][CH2:30][CH2:29][N:28]([C:32]([O:34][C:35]([CH3:38])([CH3:37])[CH3:36])=[O:33])[CH2:27]2)=[N:3][CH:4]=1)#[N:18]. The catalyst class is: 37. (3) Reactant: COC1C=CC(P2(SP(C3C=CC(OC)=CC=3)(=S)S2)=[S:10])=CC=1.[CH3:23][O:24][C:25]([CH2:27][CH2:28][CH2:29][CH2:30][C@H:31]1[C@@H:39]2[C@@H:34]([NH:35][C:36]([NH:38]2)=O)[CH2:33][S:32]1)=[O:26]. Product: [S:10]=[C:36]1[NH:35][C@H:34]2[CH2:33][S:32][C@@H:31]([CH2:30][CH2:29][CH2:28][CH2:27][C:25]([O:24][CH3:23])=[O:26])[C@H:39]2[NH:38]1. The catalyst class is: 11. (4) Product: [Cl:1][C:2]1[C:7]([F:8])=[CH:6][CH:5]=[C:4]([Cl:9])[C:3]=1[CH:10]([C:12]1[C:20]2[C:15](=[N:16][CH:17]=[C:18]([C:31]3[CH:32]=[N:33][N:34]([CH:36]4[CH2:37][CH2:38][C:39](=[O:42])[CH2:40][CH2:41]4)[CH:35]=3)[CH:19]=2)[NH:14][CH:13]=1)[CH3:11]. The catalyst class is: 103. Reactant: [Cl:1][C:2]1[C:7]([F:8])=[CH:6][CH:5]=[C:4]([Cl:9])[C:3]=1[CH:10]([C:12]1[C:20]2[C:15](=[N:16][CH:17]=[C:18](B3OC(C)(C)C(C)(C)O3)[CH:19]=2)[NH:14][CH:13]=1)[CH3:11].I[C:31]1[CH:32]=[N:33][N:34]([CH:36]2[CH2:41][CH2:40][C:39](=[O:42])[CH2:38][CH2:37]2)[CH:35]=1.C(=O)([O-])[O-].[K+].[K+].O1CCOCC1. (5) Reactant: [Br:1][C:2]1[CH:18]=[CH:17][CH:16]=[CH:15][C:3]=1[CH2:4][NH:5][C:6]([NH:8][CH2:9][C:10]([O:12]CC)=[O:11])=[O:7].C[Si](C)(C)[O-].[K+]. Product: [Br:1][C:2]1[CH:18]=[CH:17][CH:16]=[CH:15][C:3]=1[CH2:4][NH:5][C:6]([NH:8][CH2:9][C:10]([OH:12])=[O:11])=[O:7]. The catalyst class is: 36. (6) Reactant: [Cl:1][C:2]1[C:3]2[S:10][CH:9]=[CH:8][C:4]=2[N:5]=[CH:6][N:7]=1.[Li+].CC([N-]C(C)C)C.[CH3:19][S:20](=S)(OC)=O. The catalyst class is: 1. Product: [Cl:1][C:2]1[C:3]2[S:10][C:9]([S:20][CH3:19])=[CH:8][C:4]=2[N:5]=[CH:6][N:7]=1.